From a dataset of Experimentally validated miRNA-target interactions with 360,000+ pairs, plus equal number of negative samples. Binary Classification. Given a miRNA mature sequence and a target amino acid sequence, predict their likelihood of interaction. (1) The miRNA is hsa-miR-6734-3p with sequence CCCUUCCCUCACUCUUCUCUCAG. The protein sequence of the target gene is MKRCRSDELQQQQGEEDGAGLEDAASHLPGADLRPGETTGANSAGGPTSDAGAAAAPNPGPRSKPPDLKKIQQLSEGSMFGHGLKHLFHSRRRSREREHQTSQDSQQHQQQQGMSDHDSPDEKERSPEMHRVSYAMSLHDLPARPTAFNRVLQQIRSRPSIKRGASLHSSSGGGSSGSSSRRTKSSSLEPQRGSPHLLRKAPQDSSLAAILHQHQCRPRSSSTTDTALLLADGSNVYLLAEEAEGIGDKVDKGDLVALSLPAGHGDTDGPISLDVPDGAPDPQRTKAAIDHLHQKILKIT.... Result: 1 (interaction). (2) The miRNA is mmu-miR-295-5p with sequence ACUCAAAUGUGGGGCACACUUC. The protein sequence of the target gene is MAPMGIRLSPLGVAVFFLLGLGVLYHLYSGFLAGRFSLFGLGSEPAAGEAEVASDGGTVDLREMLAVAVLAAERGGDEVRRVRESNVLHEKSKGKTREGADDKMTSGDVLSNRKMFYLLKTAFPNVQINTEEHVDASDKEVIVWNRKIPEDILKEIAAPKEVPAESVTVWIDPLDATQEYTEDLRKYVTTMVCVAVNGKPVLGVIHKPFSEYTAWAMVDGGSNVKARSSYNEKTPKIIVSRSHAGMVKQVALQTFGNQTSIIPAGGAGYKVLALLDVPDMTQEKADLYIHVTYIKKWDIC.... Result: 0 (no interaction). (3) Result: 0 (no interaction). The miRNA is hsa-miR-127-3p with sequence UCGGAUCCGUCUGAGCUUGGCU. The protein sequence of the target gene is MHQTYSRHCRPEESTFSAAMTTMQGMEQAMPGAGPGVPQLGNMAVIHSHLWKGLQEKFLKGEPKVLGVVQILTALMSLSMGITMMCMASNTYGSNPISVYIGYTIWGSVMFIISGSLSIAAGIRTTKGLVRGSLGMNITSSVLAASGILINTFSLAFYSFHHPYCNYYGNSNNCHGTMSILMGLDGMVLLLSVLEFCIAVSLSAFGCKVLCCTPGGVVLILPSHSHMAETASPTPLNEV. (4) The miRNA is hsa-miR-130b-5p with sequence ACUCUUUCCCUGUUGCACUAC. The protein sequence of the target gene is MAGNSLVLPIVLWGRKAPTHCISAVLLTDDGATIVTGCHDGQICLWDLSVELQINPRALLFGHTASITCLSKACASSDKQYIVSASESGEMCLWDVSDGRCIEFTKLACTHTGIQFYQFSVGNQREGRLLCHGHYPEILVVDATSLEVLYSLVSKISPDWISSMSIIRSHRTQEDTVVALSVTGILKVWIVTSEISDMQDTEPIFEEESKPIYCQNCQSISFCAFTQRSLLVVCSKYWRVFDAGDYSLLCSGPSENGQTWTGGDFVSSDKVIIWTENGQSYIYKLPASCLPASDSFRSDV.... Result: 0 (no interaction). (5) The miRNA is hsa-miR-4738-5p with sequence ACCAGCGCGUUUUCAGUUUCAU. The protein sequence of the target gene is MLILTKTAGVFFKPSKRKVYEFLRSFNFHPGTLFLHKIVLGIETSCDDTAAAVVDETGNVLGEAIHSQTEVHLKTGGIVPPAAQQLHRENIQRIVQEALSASGVSPSDLSAIATTIKPGLALSLGVGLSFSLQLVGQLKKPFIPIHHMEAHALTIRLTNKVEFPFLVLLISGGHCLLALVQGVSDFLLLGKSLDIAPGDMLDKVARRLSLIKHPECSTMSGGKAIEHLAKQGNRFHFDIKPPLHHAKNCDFSFTGLQHVTDKIIMKKEKEEGIEKGQILSSAADIAATVQHTMACHLVKR.... Result: 0 (no interaction). (6) The protein sequence of the target gene is MAVSRLDRLFILLDTGTTPVTRKAAAQQLGEVVKLHPHELNNLLSKVLIYLRSANWDTRIAAGQAVEAIVKNVPEWNPVPRTRQEPTSESSMEDSPTTERLNFDRFDICRLLQHGASLLGSAGAEFEVQDEKSGEVDPKERIARQRKLLQKKLGLNMGEAIGMSTEELFNDEDLDYTPTSASFVNKQPTLQAAELIDSEFRAGMSNRQKNKAKRMAKLFAKQRSRDAVETNEKSNDSTDGEPEEKRRKIANVVINQSANDSKVLIDNIPDSSSLIEETNEWPLESFCEELCNDLFNPSWE.... Result: 0 (no interaction). The miRNA is hsa-miR-557 with sequence GUUUGCACGGGUGGGCCUUGUCU.